This data is from Full USPTO retrosynthesis dataset with 1.9M reactions from patents (1976-2016). The task is: Predict the reactants needed to synthesize the given product. (1) Given the product [Br:1][C:2]1[CH:10]=[CH:9][C:8]([C:11]#[N:12])=[C:7]2[C:3]=1[CH:4]=[CH:5][N:6]2[S:27]([C:24]1[CH:25]=[CH:26][C:21]([CH3:20])=[CH:22][CH:23]=1)(=[O:29])=[O:28], predict the reactants needed to synthesize it. The reactants are: [Br:1][C:2]1[CH:10]=[CH:9][C:8]([C:11]#[N:12])=[C:7]2[C:3]=1[CH:4]=[CH:5][NH:6]2.CCN(CC)CC.[CH3:20][C:21]1[CH:26]=[CH:25][C:24]([S:27](Cl)(=[O:29])=[O:28])=[CH:23][CH:22]=1.C([O-])(O)=O.[Na+]. (2) Given the product [CH3:35][C:32]1([CH3:36])[CH2:31][CH2:30][C:29]2[N:28]=[CH:27][N:26]=[C:25]([N:18]3[CH2:17][C:16]4[CH:22]=[C:12]([C:10]5[CH:11]=[C:6]([N+:3]([O-:5])=[O:4])[C:7]([NH2:23])=[N:8][CH:9]=5)[CH:13]=[CH:14][C:15]=4[O:21][CH2:20][CH2:19]3)[C:34]=2[CH2:33]1, predict the reactants needed to synthesize it. The reactants are: Cl.Cl.[N+:3]([C:6]1[C:7]([NH2:23])=[N:8][CH:9]=[C:10]([C:12]2[CH:13]=[CH:14][C:15]3[O:21][CH2:20][CH2:19][NH:18][CH2:17][C:16]=3[CH:22]=2)[CH:11]=1)([O-:5])=[O:4].Cl[C:25]1[C:34]2[CH2:33][C:32]([CH3:36])([CH3:35])[CH2:31][CH2:30][C:29]=2[N:28]=[CH:27][N:26]=1.C(N(C(C)C)CC)(C)C.C(OCC)(=O)C. (3) Given the product [C:1]([NH:4][C:5]1[CH:6]=[CH:7][C:8]([S:11][C:12]2[N:17]=[C:16]([NH:18][C:19]3[NH:20][N:21]=[C:22]([CH3:24])[CH:23]=3)[CH:15]=[C:14]([C:25]3[CH:26]=[CH:27][C:28]([O:31][CH2:43][CH2:42][CH2:41][N:40]([CH3:45])[CH3:39])=[CH:29][CH:30]=3)[N:13]=2)=[CH:9][CH:10]=1)(=[O:3])[CH3:2], predict the reactants needed to synthesize it. The reactants are: [C:1]([NH:4][C:5]1[CH:10]=[CH:9][C:8]([S:11][C:12]2[N:17]=[C:16]([NH:18][C:19]3[NH:20][N:21]=[C:22]([CH3:24])[CH:23]=3)[CH:15]=[C:14]([C:25]3[CH:30]=[CH:29][C:28]([OH:31])=[CH:27][CH:26]=3)[N:13]=2)=[CH:7][CH:6]=1)(=[O:3])[CH3:2].C(=O)([O-])[O-].[K+].[K+].Cl.[CH3:39][N:40]([CH3:45])[CH2:41][CH2:42][CH2:43]Cl. (4) Given the product [ClH:1].[NH2:32][CH2:31][C:30]([N:27]1[CH2:26][CH2:25][C:24]2[CH:41]=[CH:42][C:21]([C:18]3[N:17]=[C:16]([C:6]4[CH:7]=[CH:8][C:9]([O:10][CH2:11][C:12]([F:13])([F:14])[F:15])=[C:4]([CH:5]=4)[C:2]#[N:3])[O:20][N:19]=3)=[CH:22][C:23]=2[CH2:29][CH2:28]1)=[O:40], predict the reactants needed to synthesize it. The reactants are: [ClH:1].[C:2]([C:4]1[CH:5]=[C:6]([C:16]2[O:20][N:19]=[C:18]([C:21]3[CH:42]=[CH:41][C:24]4[CH2:25][CH2:26][N:27]([C:30](=[O:40])[CH2:31][NH:32]C(=O)OC(C)(C)C)[CH2:28][CH2:29][C:23]=4[CH:22]=3)[N:17]=2)[CH:7]=[CH:8][C:9]=1[O:10][CH2:11][C:12]([F:15])([F:14])[F:13])#[N:3].CCOCC. (5) Given the product [CH3:21][S:22]([O:13][CH:10]1[CH2:11][CH2:12][N:8]([C:5]2[CH:4]=[CH:3][C:2]([Br:1])=[CH:7][N:6]=2)[CH2:9]1)(=[O:24])=[O:23], predict the reactants needed to synthesize it. The reactants are: [Br:1][C:2]1[CH:3]=[CH:4][C:5]([N:8]2[CH2:12][CH2:11][CH:10]([OH:13])[CH2:9]2)=[N:6][CH:7]=1.CCN(CC)CC.[CH3:21][S:22](Cl)(=[O:24])=[O:23]. (6) Given the product [Cl:33][C:34]1[C:35]([F:45])=[CH:36][C:37]([F:44])=[C:38]([S:40]([N:6]([CH2:5][C:4]2[CH:12]=[CH:13][C:14]([O:16][CH3:17])=[CH:15][C:3]=2[O:2][CH3:1])[C:7]2[S:8][CH:9]=[N:10][N:11]=2)(=[O:42])=[O:41])[CH:39]=1, predict the reactants needed to synthesize it. The reactants are: [CH3:1][O:2][C:3]1[CH:15]=[C:14]([O:16][CH3:17])[CH:13]=[CH:12][C:4]=1[CH2:5][NH:6][C:7]1[S:8][CH:9]=[N:10][N:11]=1.C[Si]([N-][Si](C)(C)C)(C)C.[Li+].O1CCCC1.[Cl:33][C:34]1[C:35]([F:45])=[CH:36][C:37]([F:44])=[C:38]([S:40](Cl)(=[O:42])=[O:41])[CH:39]=1.[Cl-].[NH4+]. (7) Given the product [CH3:1][C:2]1[C:3]2[CH:4]=[C:5]([OH:35])[CH:6]=[CH:7][C:8]=2[N:9]([CH2:18][C:19]2[CH:24]=[CH:23][C:22]([O:25][CH2:26][CH2:27][N:28]3[CH2:29][CH2:30][CH2:31][CH2:32][CH2:33][CH2:34]3)=[CH:21][CH:20]=2)[C:10]=1[C:11]1[CH:12]=[CH:13][C:14]([OH:17])=[CH:15][CH:16]=1.[CH3:27][C:26]([OH:37])=[O:25], predict the reactants needed to synthesize it. The reactants are: [CH3:1][C:2]1[C:3]2[CH:4]=[C:5]([OH:35])[CH:6]=[CH:7][C:8]=2[N:9]([CH2:18][C:19]2[CH:20]=[CH:21][C:22]([O:25][CH2:26][CH2:27][N:28]3[CH2:34][CH2:33][CH2:32][CH2:31][CH2:30][CH2:29]3)=[CH:23][CH:24]=2)[C:10]=1[C:11]1[CH:12]=[CH:13][C:14]([OH:17])=[CH:15][CH:16]=1.C[OH:37]. (8) Given the product [NH4+:1].[OH-:11].[NH:6]1[C:7]2[C:3]3[CH:4]([CH2:12][C:13](=[O:15])[NH:1][C:2]=3[CH:10]=[CH:9][CH:8]=2)[C:5]1=[O:11], predict the reactants needed to synthesize it. The reactants are: [NH2:1][C:2]1[CH:10]=[CH:9][CH:8]=[C:7]2[C:3]=1[CH:4]([CH2:12][C:13]([O:15]CC)=O)[C:5](=[O:11])[NH:6]2.C1(C)C=CC(S(O)(=O)=O)=CC=1. (9) Given the product [CH3:24][C:25]1[CH:30]=[CH:29][N:28]=[CH:27][C:26]=1[C:2]1[N:10]2[C:5]([CH:6]=[N:7][C:8]([NH:11][C:12]3[CH:13]=[CH:14][C:15]([N:18]4[CH2:23][CH2:22][O:21][CH2:20][CH2:19]4)=[CH:16][CH:17]=3)=[N:9]2)=[CH:4][CH:3]=1, predict the reactants needed to synthesize it. The reactants are: Br[C:2]1[N:10]2[C:5]([CH:6]=[N:7][C:8]([NH:11][C:12]3[CH:17]=[CH:16][C:15]([N:18]4[CH2:23][CH2:22][O:21][CH2:20][CH2:19]4)=[CH:14][CH:13]=3)=[N:9]2)=[CH:4][CH:3]=1.[CH3:24][C:25]1[CH:30]=[CH:29][N:28]=[CH:27][C:26]=1B(O)O.